Dataset: Buchwald-Hartwig C-N cross coupling reaction yields with 55,370 reactions. Task: Predict the reaction yield, written as a fraction of the theoretical maximum amount of product (1.0 means a 100% yield; for example, 0.34 means a 34% yield). (1) The reactants are Brc1cccnc1.Cc1ccc(N)cc1.O=S(=O)(O[Pd]1c2ccccc2-c2ccccc2N~1)C(F)(F)F.CC(C)c1cc(C(C)C)c(-c2ccccc2P(C(C)(C)C)C(C)(C)C)c(C(C)C)c1.CCN=P(N=P(N(C)C)(N(C)C)N(C)C)(N(C)C)N(C)C.CCOC(=O)c1cc(C)no1. No catalyst specified. The product is Cc1ccc(Nc2cccnc2)cc1. The yield is 0.678. (2) The reactants are FC(F)(F)c1ccc(Br)cc1.Cc1ccc(N)cc1.O=S(=O)(O[Pd]1c2ccccc2-c2ccccc2N~1)C(F)(F)F.COc1ccc(OC)c(P(C(C)(C)C)C(C)(C)C)c1-c1c(C(C)C)cc(C(C)C)cc1C(C)C.CN(C)C(=NC(C)(C)C)N(C)C.Cc1ccno1. No catalyst specified. The product is Cc1ccc(Nc2ccc(C(F)(F)F)cc2)cc1. The yield is 0.285. (3) The reactants are Clc1cccnc1.Cc1ccc(N)cc1.O=S(=O)(O[Pd]1c2ccccc2-c2ccccc2N~1)C(F)(F)F.COc1ccc(OC)c(P([C@]23C[C@H]4C[C@H](C[C@H](C4)C2)C3)[C@]23C[C@H]4C[C@H](C[C@H](C4)C2)C3)c1-c1c(C(C)C)cc(C(C)C)cc1C(C)C.CN(C)C(=NC(C)(C)C)N(C)C.c1ccc(CN(Cc2ccccc2)c2ccon2)cc1. No catalyst specified. The yield is 0.203. The product is Cc1ccc(Nc2cccnc2)cc1.